Task: Regression. Given two drug SMILES strings and cell line genomic features, predict the synergy score measuring deviation from expected non-interaction effect.. Dataset: NCI-60 drug combinations with 297,098 pairs across 59 cell lines (1) Drug 1: C1CCC(CC1)NC(=O)N(CCCl)N=O. Drug 2: CS(=O)(=O)OCCCCOS(=O)(=O)C. Cell line: HCC-2998. Synergy scores: CSS=-0.699, Synergy_ZIP=-1.94, Synergy_Bliss=-3.27, Synergy_Loewe=-6.88, Synergy_HSA=-6.39. (2) Drug 1: CCC1=CC2CC(C3=C(CN(C2)C1)C4=CC=CC=C4N3)(C5=C(C=C6C(=C5)C78CCN9C7C(C=CC9)(C(C(C8N6C)(C(=O)OC)O)OC(=O)C)CC)OC)C(=O)OC.C(C(C(=O)O)O)(C(=O)O)O. Synergy scores: CSS=33.3, Synergy_ZIP=-2.63, Synergy_Bliss=2.77, Synergy_Loewe=-78.3, Synergy_HSA=-0.319. Drug 2: C1=NNC2=C1C(=O)NC=N2. Cell line: MDA-MB-231. (3) Drug 1: CNC(=O)C1=CC=CC=C1SC2=CC3=C(C=C2)C(=NN3)C=CC4=CC=CC=N4. Drug 2: CC1=C2C(C(=O)C3(C(CC4C(C3C(C(C2(C)C)(CC1OC(=O)C(C(C5=CC=CC=C5)NC(=O)OC(C)(C)C)O)O)OC(=O)C6=CC=CC=C6)(CO4)OC(=O)C)O)C)O. Cell line: U251. Synergy scores: CSS=62.8, Synergy_ZIP=11.1, Synergy_Bliss=9.70, Synergy_Loewe=12.3, Synergy_HSA=13.9. (4) Drug 2: CC1CCCC2(C(O2)CC(NC(=O)CC(C(C(=O)C(C1O)C)(C)C)O)C(=CC3=CSC(=N3)C)C)C. Cell line: RPMI-8226. Synergy scores: CSS=-6.37, Synergy_ZIP=4.25, Synergy_Bliss=1.80, Synergy_Loewe=-15.7, Synergy_HSA=-6.39. Drug 1: CC1=C(C=C(C=C1)NC2=NC=CC(=N2)N(C)C3=CC4=NN(C(=C4C=C3)C)C)S(=O)(=O)N.Cl.